This data is from Forward reaction prediction with 1.9M reactions from USPTO patents (1976-2016). The task is: Predict the product of the given reaction. (1) Given the reactants C([O:3][CH2:4][C:5]1[N:6]([CH2:17][C:18]2[O:22][N:21]=[C:20]([C:23]3[CH:28]=[CH:27][C:26]([F:29])=[CH:25][CH:24]=3)[CH:19]=2)[C:7]2[C:12]([CH3:13])=[C:11]([CH3:14])[N:10]=[C:9]([NH2:15])[C:8]=2[N:16]=1)C.B(Br)(Br)Br, predict the reaction product. The product is: [NH2:15][C:9]1[C:8]2[N:16]=[C:5]([CH2:4][OH:3])[N:6]([CH2:17][C:18]3[O:22][N:21]=[C:20]([C:23]4[CH:24]=[CH:25][C:26]([F:29])=[CH:27][CH:28]=4)[CH:19]=3)[C:7]=2[C:12]([CH3:13])=[C:11]([CH3:14])[N:10]=1. (2) Given the reactants C([O-])([O-])=O.[Na+].[Na+].Cl[C:8]([O:10][CH2:11][C:12]1[CH:17]=[CH:16][CH:15]=[CH:14][CH:13]=1)=[O:9].[NH2:18][C:19]1[CH:20]=[C:21]([CH:25]=[CH:26][C:27]=1[N:28]1[CH2:33][CH2:32][O:31][CH2:30][CH2:29]1)[C:22]([NH2:24])=[O:23], predict the reaction product. The product is: [C:22]([C:21]1[CH:25]=[CH:26][C:27]([N:28]2[CH2:33][CH2:32][O:31][CH2:30][CH2:29]2)=[C:19]([NH:18][C:8](=[O:9])[O:10][CH2:11][C:12]2[CH:17]=[CH:16][CH:15]=[CH:14][CH:13]=2)[CH:20]=1)(=[O:23])[NH2:24]. (3) Given the reactants [Zn:1].[F:2][C:3]1[CH:31]=[CH:30][C:6]([O:7][CH2:8][C@@H:9]([OH:29])/[CH:10]=[CH:11]/[C:12]#[C:13]/[CH:14]=[CH:15]/[CH:16]=[CH:17]/[C@@H:18]([OH:28])[C@@H:19]([OH:27])[CH2:20][O:21][CH2:22][C:23]([O:25][CH3:26])=[O:24])=[CH:5][CH:4]=1.O, predict the reaction product. The product is: [Zn:1].[F:2][C:3]1[CH:4]=[CH:5][C:6]([O:7][CH2:8][C@@H:9]([OH:29])/[CH:10]=[CH:11]/[CH:12]=[CH:13]\[CH:14]=[CH:15]\[CH:16]=[CH:17]\[C@@H:18]([OH:28])[C@@H:19]([OH:27])[CH2:20][O:21][CH2:22][C:23]([O:25][CH3:26])=[O:24])=[CH:30][CH:31]=1.